From a dataset of NCI-60 drug combinations with 297,098 pairs across 59 cell lines. Regression. Given two drug SMILES strings and cell line genomic features, predict the synergy score measuring deviation from expected non-interaction effect. (1) Drug 1: C1=C(C(=O)NC(=O)N1)N(CCCl)CCCl. Drug 2: C1=CC(=CC=C1C#N)C(C2=CC=C(C=C2)C#N)N3C=NC=N3. Cell line: PC-3. Synergy scores: CSS=13.7, Synergy_ZIP=2.65, Synergy_Bliss=4.59, Synergy_Loewe=2.08, Synergy_HSA=3.95. (2) Drug 1: CN(CCCl)CCCl.Cl. Drug 2: C1C(C(OC1N2C=NC(=NC2=O)N)CO)O. Cell line: HOP-92. Synergy scores: CSS=18.6, Synergy_ZIP=-8.60, Synergy_Bliss=-1.02, Synergy_Loewe=-0.947, Synergy_HSA=0.312. (3) Drug 1: CC1C(C(CC(O1)OC2CC(CC3=C2C(=C4C(=C3O)C(=O)C5=C(C4=O)C(=CC=C5)OC)O)(C(=O)CO)O)N)O.Cl. Drug 2: CC1=CC2C(CCC3(C2CCC3(C(=O)C)OC(=O)C)C)C4(C1=CC(=O)CC4)C. Cell line: CCRF-CEM. Synergy scores: CSS=43.5, Synergy_ZIP=34.9, Synergy_Bliss=35.0, Synergy_Loewe=27.8, Synergy_HSA=34.8. (4) Drug 1: CS(=O)(=O)CCNCC1=CC=C(O1)C2=CC3=C(C=C2)N=CN=C3NC4=CC(=C(C=C4)OCC5=CC(=CC=C5)F)Cl. Drug 2: C1CN(CCN1C(=O)CCBr)C(=O)CCBr. Cell line: LOX IMVI. Synergy scores: CSS=45.7, Synergy_ZIP=2.32, Synergy_Bliss=3.31, Synergy_Loewe=5.81, Synergy_HSA=6.52. (5) Synergy scores: CSS=-7.37, Synergy_ZIP=3.02, Synergy_Bliss=-4.39, Synergy_Loewe=-8.01, Synergy_HSA=-12.5. Cell line: HL-60(TB). Drug 2: C1CC(=O)NC(=O)C1N2C(=O)C3=CC=CC=C3C2=O. Drug 1: C#CCC(CC1=CN=C2C(=N1)C(=NC(=N2)N)N)C3=CC=C(C=C3)C(=O)NC(CCC(=O)O)C(=O)O. (6) Drug 1: CC1=CC=C(C=C1)C2=CC(=NN2C3=CC=C(C=C3)S(=O)(=O)N)C(F)(F)F. Drug 2: CC1=C2C(C(=O)C3(C(CC4C(C3C(C(C2(C)C)(CC1OC(=O)C(C(C5=CC=CC=C5)NC(=O)C6=CC=CC=C6)O)O)OC(=O)C7=CC=CC=C7)(CO4)OC(=O)C)O)C)OC(=O)C. Cell line: EKVX. Synergy scores: CSS=17.8, Synergy_ZIP=-5.11, Synergy_Bliss=-3.26, Synergy_Loewe=-10.4, Synergy_HSA=-1.02. (7) Drug 1: C1=CN(C(=O)N=C1N)C2C(C(C(O2)CO)O)O.Cl. Drug 2: C(CC(=O)O)C(=O)CN.Cl. Cell line: A549. Synergy scores: CSS=51.6, Synergy_ZIP=-1.15, Synergy_Bliss=-1.40, Synergy_Loewe=-10.6, Synergy_HSA=0.433.